From a dataset of Catalyst prediction with 721,799 reactions and 888 catalyst types from USPTO. Predict which catalyst facilitates the given reaction. (1) Reactant: [O:1]=[C:2]1[NH:7][CH:6]=[C:5]([CH2:8][C:9]2[C:10](=[O:16])[NH:11][C:12](=[S:15])[NH:13][CH:14]=2)[CH:4]=[CH:3]1.[OH-].[K+].[CH3:19]I. Product: [CH3:19][S:15][C:12]1[NH:13][CH:14]=[C:9]([CH2:8][C:5]2[CH:4]=[CH:3][C:2](=[O:1])[NH:7][CH:6]=2)[C:10](=[O:16])[N:11]=1. The catalyst class is: 8. (2) Reactant: Br[C:2]1[CH:10]=[CH:9][CH:8]=[C:7]2[C:3]=1[C:4]([F:13])([F:12])[C:5](=[O:11])[NH:6]2.C([Li])CCC.[F:19][C:20]([F:27])([F:26])[C:21](OCC)=[O:22].[Cl-].[NH4+]. Product: [F:12][C:4]1([F:13])[C:3]2[C:7](=[CH:8][CH:9]=[CH:10][C:2]=2[C:21](=[O:22])[C:20]([F:27])([F:26])[F:19])[NH:6][C:5]1=[O:11]. The catalyst class is: 27. (3) Reactant: Cl[C:2]([O:4][CH2:5][CH3:6])=[O:3].[NH2:7][CH2:8][CH2:9][C:10]1[CH:15]=[CH:14][C:13]([OH:16])=[CH:12][CH:11]=1.[OH-].[Na+].Cl. Product: [CH2:5]([O:4][C:2](=[O:3])[NH:7][CH2:8][CH2:9][C:10]1[CH:15]=[CH:14][C:13]([OH:16])=[CH:12][CH:11]=1)[CH3:6]. The catalyst class is: 30.